Dataset: Full USPTO retrosynthesis dataset with 1.9M reactions from patents (1976-2016). Task: Predict the reactants needed to synthesize the given product. (1) Given the product [Br:11][C:7]1[C:8]([OH:10])=[C:9]2[S:1][CH:2]=[CH:3][C:4]2=[N:5][CH:6]=1, predict the reactants needed to synthesize it. The reactants are: [S:1]1[C:9]2[C:4](=[N:5][CH:6]=[CH:7][C:8]=2[OH:10])[CH:3]=[CH:2]1.[Br:11]Br. (2) Given the product [CH3:1][O:2][C:3]1[CH:4]=[C:5]2[CH2:14][CH:13]([CH2:15][CH:16]3[CH2:17][CH2:18][N:19]([CH2:22][C:23]4[CH:28]=[CH:27][CH:26]=[CH:25][CH:24]=4)[CH2:20][CH2:21]3)[C:11](=[O:12])[C:6]2=[CH:7][C:8]=1[O:9][CH3:10].[C:29]([O-:36])(=[O:35])/[CH:30]=[CH:31]\[C:32]([O-:34])=[O:33], predict the reactants needed to synthesize it. The reactants are: [CH3:1][O:2][C:3]1[CH:4]=[C:5]2[CH2:14][CH:13]([CH2:15][CH:16]3[CH2:21][CH2:20][N:19]([CH2:22][C:23]4[CH:24]=[CH:25][CH:26]=[CH:27][CH:28]=4)[CH2:18][CH2:17]3)[C:11](=[O:12])[C:6]2=[CH:7][C:8]=1[O:9][CH3:10].[C:29]([OH:36])(=[O:35])/[CH:30]=[CH:31]\[C:32]([OH:34])=[O:33].C. (3) Given the product [Si:28]([O:35][CH:36]([C:38]1[CH:39]=[CH:40][C:41]([C:44](=[O:45])[CH2:10][CH2:9][C:8](=[O:11])[CH:7]([C:12]2[CH:17]=[CH:16][C:15]([S:18][CH3:19])=[CH:14][N:13]=2)[CH2:6][CH:1]2[CH2:2][CH2:3][CH2:4][CH2:5]2)=[N:42][CH:43]=1)[CH3:37])([C:31]([CH3:34])([CH3:32])[CH3:33])([CH3:30])[CH3:29], predict the reactants needed to synthesize it. The reactants are: [CH:1]1([CH2:6][CH:7]([C:12]2[CH:17]=[CH:16][C:15]([S:18][CH3:19])=[CH:14][N:13]=2)[C:8](=[O:11])[CH:9]=[CH2:10])[CH2:5][CH2:4][CH2:3][CH2:2]1.C(O)C.O1CCCC1.[Si:28]([O:35][CH:36]([C:38]1[CH:39]=[CH:40][C:41]([CH:44]=[O:45])=[N:42][CH:43]=1)[CH3:37])([C:31]([CH3:34])([CH3:33])[CH3:32])([CH3:30])[CH3:29]. (4) Given the product [C:24]([O:23][C:22](=[O:28])[NH:21][C:17]1[CH:18]=[CH:19][CH:20]=[C:15]([NH:14][C:10]2[N:11]=[CH:12][N:8]([CH2:1][C:2]3[CH:7]=[CH:6][CH:5]=[CH:4][CH:3]=3)[N:9]=2)[CH:16]=1)([CH3:27])([CH3:25])[CH3:26], predict the reactants needed to synthesize it. The reactants are: [CH2:1]([N:8]1[CH:12]=[N:11][C:10](Br)=[N:9]1)[C:2]1[CH:7]=[CH:6][CH:5]=[CH:4][CH:3]=1.[NH2:14][C:15]1[CH:16]=[C:17]([NH:21][C:22](=[O:28])[O:23][C:24]([CH3:27])([CH3:26])[CH3:25])[CH:18]=[CH:19][CH:20]=1.CC(C)([O-])C.[Na+].C(P(C(C)(C)C)C1C=CC=CC=1C1C(C(C)C)=CC(C(C)C)=CC=1C(C)C)(C)(C)C. (5) Given the product [CH2:14]([O:13][C:12]1[C:11](=[O:21])[N:10]=[C:9]([CH2:22][C:23]2([C:28]3[CH:33]=[CH:32][C:31]([Cl:34])=[CH:30][CH:29]=3)[CH2:27][CH2:26][CH2:25][CH2:24]2)[N:8]2[CH2:2][CH2:3][N:4]([CH:35]3[CH2:40][CH2:39][O:38][CH2:37][CH2:36]3)[C:5](=[O:6])[C:7]=12)[C:15]1[CH:20]=[CH:19][CH:18]=[CH:17][CH:16]=1, predict the reactants needed to synthesize it. The reactants are: O[CH2:2][CH2:3][N:4]([CH:35]1[CH2:40][CH2:39][O:38][CH2:37][CH2:36]1)[C:5]([C:7]1[C:12]([O:13][CH2:14][C:15]2[CH:20]=[CH:19][CH:18]=[CH:17][CH:16]=2)=[C:11]([OH:21])[N:10]=[C:9]([CH2:22][C:23]2([C:28]3[CH:33]=[CH:32][C:31]([Cl:34])=[CH:30][CH:29]=3)[CH2:27][CH2:26][CH2:25][CH2:24]2)[N:8]=1)=[O:6].C1(P(C2C=CC=CC=2)C2C=CC=CC=2)C=CC=CC=1.N(C(OC(C)C)=O)=NC(OC(C)C)=O.C(OCC)(=O)C. (6) Given the product [Cl:3][C:4]1[C:5]([CH2:33][OH:34])=[C:6]([C:29]([F:30])([F:32])[F:31])[CH:7]=[C:8]2[C:13]=1[NH:12][C:11](=[O:14])[N:10]([CH2:15][C:16]1[CH:21]=[C:20]([Cl:22])[CH:19]=[CH:18][C:17]=1[S:23]([CH2:26][CH3:27])(=[O:24])=[O:25])[C:9]2=[O:28], predict the reactants needed to synthesize it. The reactants are: [BH4-].[Na+].[Cl:3][C:4]1[C:5]([CH:33]=[O:34])=[C:6]([C:29]([F:32])([F:31])[F:30])[CH:7]=[C:8]2[C:13]=1[NH:12][C:11](=[O:14])[N:10]([CH2:15][C:16]1[CH:21]=[C:20]([Cl:22])[CH:19]=[CH:18][C:17]=1[S:23]([CH2:26][CH3:27])(=[O:25])=[O:24])[C:9]2=[O:28].O. (7) Given the product [CH3:32][C:28]1[CH:29]=[CH:30][CH:31]=[C:2]([CH3:1])[C:3]=1[CH2:4][NH:5][C:6]1[CH:7]=[C:8]2[C:13](=[CH:14][C:15]=1[F:16])[N:12]=[C:11]([N:17]1[CH:21]=[C:20]([C:22]([OH:24])=[O:23])[CH:19]=[N:18]1)[N:10]=[C:9]2[N:33]1[CH2:37][CH2:36][CH2:35][CH2:34]1, predict the reactants needed to synthesize it. The reactants are: [CH3:1][C:2]1[CH:31]=[CH:30][CH:29]=[C:28]([CH3:32])[C:3]=1[CH2:4][NH:5][C:6]1[CH:7]=[C:8]2[C:13](=[CH:14][C:15]=1[F:16])[N:12]=[C:11]([N:17]1[CH:21]=[C:20]([C:22]([O:24]CC)=[O:23])[CH:19]=[N:18]1)[NH:10][C:9]2=O.[NH:33]1[CH2:37][CH2:36][CH2:35][CH2:34]1.